Dataset: Forward reaction prediction with 1.9M reactions from USPTO patents (1976-2016). Task: Predict the product of the given reaction. (1) Given the reactants [NH2:1][C:2]1[CH:3]=[N:4][CH:5]=[C:6]([Br:8])[CH:7]=1.C[Si]([N-][Si](C)(C)C)(C)C.[K+].I[CH2:20][CH3:21].[CH2:22]1COC[CH2:23]1, predict the reaction product. The product is: [Br:8][C:6]1[CH:7]=[C:2]([NH:1][CH2:20][CH3:21])[CH:3]=[N:4][CH:5]=1.[Br:8][C:6]1[CH:7]=[C:2]([N:1]([CH2:20][CH3:21])[CH2:22][CH3:23])[CH:3]=[N:4][CH:5]=1. (2) Given the reactants F[C:2]1[CH:9]=[CH:8][CH:7]=[C:6]([CH3:10])[C:3]=1[CH:4]=[O:5].[Cl:11][C:12]1[CH:17]=[C:16]([F:18])[CH:15]=[CH:14][C:13]=1[OH:19].C(=O)([O-])[O-].[Cs+].[Cs+], predict the reaction product. The product is: [Cl:11][C:12]1[CH:17]=[C:16]([F:18])[CH:15]=[CH:14][C:13]=1[O:19][C:2]1[CH:9]=[CH:8][CH:7]=[C:6]([CH3:10])[C:3]=1[CH:4]=[O:5]. (3) Given the reactants [BH-](OC(C)=O)(OC(C)=O)OC(C)=O.[Na+].[NH2:15][CH2:16][C:17]1[CH:22]=[CH:21][CH:20]=[C:19]2[N:23]([C:37]3[C:38]4[C@H:45]([CH3:46])[CH2:44][C@@H:43]([OH:47])[C:39]=4[N:40]=[CH:41][N:42]=3)[CH2:24][C@@:25]3([CH2:29][CH2:28][N:27]([CH2:30][C:31]4[CH:36]=[CH:35][CH:34]=[CH:33][CH:32]=4)[CH2:26]3)[C:18]=12.[CH3:48][C:49]([CH3:51])=O, predict the reaction product. The product is: [CH2:30]([N:27]1[CH2:28][CH2:29][C@:25]2([C:18]3[C:19](=[CH:20][CH:21]=[CH:22][C:17]=3[CH2:16][NH:15][CH:49]([CH3:51])[CH3:48])[N:23]([C:37]3[C:38]4[C@H:45]([CH3:46])[CH2:44][C@@H:43]([OH:47])[C:39]=4[N:40]=[CH:41][N:42]=3)[CH2:24]2)[CH2:26]1)[C:31]1[CH:32]=[CH:33][CH:34]=[CH:35][CH:36]=1.